From a dataset of Full USPTO retrosynthesis dataset with 1.9M reactions from patents (1976-2016). Predict the reactants needed to synthesize the given product. (1) Given the product [S:1]1[CH:5]=[CH:4][CH:3]=[C:2]1[S:6]([N:9]1[CH2:14][CH2:13][N:12]([C:15]2[CH:20]=[CH:19][C:18]([C:21]([OH:27])([CH3:26])[C:22]([F:25])([F:24])[F:23])=[CH:17][CH:16]=2)[C@@H:11]([CH2:28][N:29]2[CH:30]3[CH2:37][C:36](=[O:38])[CH2:35][CH:34]2[CH2:33][O:32][CH2:31]3)[CH2:10]1)(=[O:7])=[O:8], predict the reactants needed to synthesize it. The reactants are: [S:1]1[CH:5]=[CH:4][CH:3]=[C:2]1[S:6]([N:9]1[CH2:14][CH2:13][N:12]([C:15]2[CH:20]=[CH:19][C:18]([C@:21]([OH:27])([CH3:26])[C:22]([F:25])([F:24])[F:23])=[CH:17][CH:16]=2)[C@@H:11]([CH2:28][N:29]2[CH:34]3[CH2:35][C:36](=[O:38])[CH2:37][CH:30]2[CH2:31][O:32][CH2:33]3)[CH2:10]1)(=[O:8])=[O:7].S1C=CC=C1S(N1CCN(C2C=CC([C@@](O)(C)C(F)(F)F)=CC=2)[C@@H](CN2C3CC(=O)CC2COC3)C1)(=O)=O. (2) Given the product [CH3:7][N:8]1[C:16]2[C:11](=[CH:12][CH:13]=[CH:14][CH:15]=2)[CH:10]=[C:9]1[Si:17]([CH2:22][CH3:23])([CH2:20][CH3:21])[CH2:18][CH3:19], predict the reactants needed to synthesize it. The reactants are: CC([O-])(C)C.[K+].[CH3:7][N:8]1[C:16]2[C:11](=[CH:12][CH:13]=[CH:14][CH:15]=2)[CH:10]=[CH:9]1.[SiH:17]([CH2:22][CH3:23])([CH2:20][CH3:21])[CH2:18][CH3:19]. (3) Given the product [CH3:25][O:26][CH2:27][CH2:28][CH2:29][NH:30][C:31]1[C:2]2[CH2:8][CH2:7][CH2:6][C:5]3[CH:9]=[C:10]([N:13]4[CH2:17][C@H:16]([CH2:18][NH:19][C:20](=[O:22])[CH3:21])[O:15][C:14]4=[O:23])[CH:11]=[CH:12][C:4]=3[C:3]=2[NH:33][N:32]=1, predict the reactants needed to synthesize it. The reactants are: Br[CH:2]1[CH2:8][CH2:7][CH2:6][C:5]2[CH:9]=[C:10]([N:13]3[CH2:17][C@H:16]([CH2:18][NH:19][C:20](=[O:22])[CH3:21])[O:15][C:14]3=[O:23])[CH:11]=[CH:12][C:4]=2[C:3]1=O.[CH3:25][O:26][CH2:27][CH2:28][CH2:29][NH:30][C:31](=S)[NH:32][NH2:33]. (4) Given the product [CH2:36]([N:38]1[CH:43]2[CH2:44][CH2:45][CH:39]1[CH2:40][CH:41]([CH2:9][C:10]1[CH:15]=[C:14]([F:16])[CH:13]=[CH:12][C:11]=1[S:17]([NH:20][C:21]1[C:30]([C:31]([O:33][CH3:34])=[O:32])=[C:29]3[C:24]([C@H:25]4[CH2:35][C@H:26]4[CH2:27][O:28]3)=[CH:23][CH:22]=1)(=[O:18])=[O:19])[CH2:42]2)[CH3:37], predict the reactants needed to synthesize it. The reactants are: N12CCC(CC1)C([CH2:9][C:10]1[CH:15]=[C:14]([F:16])[CH:13]=[CH:12][C:11]=1[S:17]([NH:20][C:21]1[C:30]([C:31]([O:33][CH3:34])=[O:32])=[C:29]3[C:24]([C@H:25]4[CH2:35][C@H:26]4[CH2:27][O:28]3)=[CH:23][CH:22]=1)(=[O:19])=[O:18])C2.[CH2:36]([N:38]1[CH:43]2[CH2:44][CH2:45][CH:39]1[CH2:40][CH:41](CC1C=C(F)C=CC=1S(Cl)(=O)=O)[CH2:42]2)[CH3:37].NC1C(C(OC)=O)=C2C([C@H]3C[C@H]3CO2)=CC=1. (5) Given the product [Br:17][C:18]1[CH:23]=[C:22]([N:12]2[C:4]3[CH:3]=[C:2]([Cl:1])[N:7]=[C:6]([NH:8][CH3:9])[C:5]=3[C:10]([C:13]([O:15][CH3:16])=[O:14])=[N:11]2)[CH:21]=[CH:20][CH:19]=1, predict the reactants needed to synthesize it. The reactants are: [Cl:1][C:2]1[N:7]=[C:6]([NH:8][CH3:9])[C:5]2[C:10]([C:13]([O:15][CH3:16])=[O:14])=[N:11][NH:12][C:4]=2[CH:3]=1.[Br:17][C:18]1[CH:19]=[C:20](B(O)O)[CH:21]=[CH:22][CH:23]=1. (6) The reactants are: N[C:2]1[CH:3]=[CH:4][C:5]([F:17])=[C:6]([C:8]2[C:9]([C:15]#[N:16])=[CH:10][C:11]([F:14])=[CH:12][CH:13]=2)[CH:7]=1.N([O-])=O.[Na+].[BrH:22]. Given the product [Br:22][C:2]1[CH:3]=[CH:4][C:5]([F:17])=[C:6]([C:8]2[C:9]([C:15]#[N:16])=[CH:10][C:11]([F:14])=[CH:12][CH:13]=2)[CH:7]=1, predict the reactants needed to synthesize it.